This data is from Full USPTO retrosynthesis dataset with 1.9M reactions from patents (1976-2016). The task is: Predict the reactants needed to synthesize the given product. (1) Given the product [Cl:17][C:18]1[CH:19]=[C:20]([CH:22]=[CH:23][CH:24]=1)[NH:21][C:2]1[N:3]=[N:4][C:5]([CH2:10][C:11]2[CH:16]=[CH:15][N:14]=[CH:13][CH:12]=2)=[C:6]([CH3:9])[C:7]=1[CH3:8], predict the reactants needed to synthesize it. The reactants are: Cl[C:2]1[N:3]=[N:4][C:5]([CH2:10][C:11]2[CH:16]=[CH:15][N:14]=[CH:13][CH:12]=2)=[C:6]([CH3:9])[C:7]=1[CH3:8].[Cl:17][C:18]1[CH:19]=[C:20]([CH:22]=[CH:23][CH:24]=1)[NH2:21]. (2) Given the product [N:21]1[CH:22]=[CH:23][CH:24]=[CH:25][C:20]=1[C:17]1[S:18][CH:19]=[C:15]([N:3]2[CH2:4][C@:5]3([CH:10]4[CH2:11][CH2:12][N:7]([CH2:8][CH2:9]4)[CH2:6]3)[O:1][C:2]2=[O:13])[CH:16]=1, predict the reactants needed to synthesize it. The reactants are: [O:1]1[C@@:5]2([CH:10]3[CH2:11][CH2:12][N:7]([CH2:8][CH2:9]3)[CH2:6]2)[CH2:4][NH:3][C:2]1=[O:13].Br[C:15]1[CH:16]=[C:17]([C:20]2[CH:25]=[CH:24][CH:23]=[CH:22][N:21]=2)[S:18][CH:19]=1.